This data is from hERG Central: cardiac toxicity at 1µM, 10µM, and general inhibition. The task is: Predict hERG channel inhibition at various concentrations. (1) The molecule is O=C1CCN(CCc2ccccc2)CCN1[C@H](CSc1ccccc1)Cc1ccccc1. Results: hERG_inhib (hERG inhibition (general)): blocker. (2) The molecule is O=C(NCC1CCN(Cc2cccc(Cl)c2)CC1)Nc1ccc(Cl)cc1. Results: hERG_inhib (hERG inhibition (general)): blocker. (3) The compound is CSc1cccc(CN2CCN(Cc3ccc(F)c(F)c3)C(CCO)C2)c1. Results: hERG_inhib (hERG inhibition (general)): blocker. (4) The molecule is O=c1[nH]c2cc3c(cc2cc1CN(Cc1cccnc1)C(=S)NCc1ccco1)OCO3. Results: hERG_inhib (hERG inhibition (general)): blocker. (5) The drug is Cc1ncc(CN2CCCC(C(=O)Nc3ccc(-c4ccco4)cc3)C2)n1C. Results: hERG_inhib (hERG inhibition (general)): blocker. (6) The drug is COc1ccc(C)cc1S(=O)(=O)N(CC(=O)N1CCOCC1)c1cc(C)cc(C)c1. Results: hERG_inhib (hERG inhibition (general)): blocker. (7) The molecule is Cc1ccc(-c2ccc(=O)n(CCC(=O)NCCN3CCCCC3C)n2)cc1. Results: hERG_inhib (hERG inhibition (general)): blocker.